Task: Predict the product of the given reaction.. Dataset: Forward reaction prediction with 1.9M reactions from USPTO patents (1976-2016) (1) Given the reactants [F:1][C:2]([F:33])([F:32])[C:3]1[CH:31]=[CH:30][C:6]([CH2:7][N:8]2[CH2:13][CH2:12][CH2:11][CH2:10][C@@H:9]2[C:14]([NH:16][C:17]2([C:20]3[CH:29]=[CH:28][C:23]([C:24]([O:26]C)=[O:25])=[CH:22][CH:21]=3)[CH2:19][CH2:18]2)=[O:15])=[CH:5][CH:4]=1.[Li+:34].[OH-], predict the reaction product. The product is: [F:33][C:2]([F:1])([F:32])[C:3]1[CH:31]=[CH:30][C:6]([CH2:7][N:8]2[CH2:13][CH2:12][CH2:11][CH2:10][C@@H:9]2[C:14]([NH:16][C:17]2([C:20]3[CH:21]=[CH:22][C:23]([C:24]([O-:26])=[O:25])=[CH:28][CH:29]=3)[CH2:18][CH2:19]2)=[O:15])=[CH:5][CH:4]=1.[Li+:34]. (2) Given the reactants [S:1]1[C:9]2[C:4](=[N:5][CH:6]=[CH:7][CH:8]=2)[N:3]=[C:2]1[O:10][C:11]1[CH:21]=[CH:20][C:14]2[C:15]([CH2:18]O)=[CH:16][O:17][C:13]=2[CH:12]=1.O=S(Cl)[Cl:24], predict the reaction product. The product is: [Cl:24][CH2:18][C:15]1[C:14]2[CH:20]=[CH:21][C:11]([O:10][C:2]3[S:1][C:9]4[C:4]([N:3]=3)=[N:5][CH:6]=[CH:7][CH:8]=4)=[CH:12][C:13]=2[O:17][CH:16]=1.